From a dataset of Reaction yield outcomes from USPTO patents with 853,638 reactions. Predict the reaction yield, written as a fraction of the theoretical maximum amount of product (1.0 means a 100% yield; for example, 0.34 means a 34% yield). (1) The yield is 0.960. The product is [Cl:1][C:2]1[CH:3]=[CH:4][C:5]2[C:34]3[C:10](=[C:11]4[C:31](=[CH:32][CH:33]=3)[C:15]3[N:16]=[C:17]([C@@H:19]5[CH2:23][CH2:22][CH2:21][N:20]5[C:24]([O:26][C:27]([CH3:30])([CH3:29])[CH3:28])=[O:25])[NH:18][C:14]=3[CH:13]=[CH:12]4)[O:9][CH2:8][C:6]=2[CH:7]=1. The reactants are [Cl:1][C:2]1[CH:3]=[CH:4][C:5]2[C:34]3[C:10](=[C:11]4[C:31](=[CH:32][CH:33]=3)[C:15]3[N:16]=[C:17]([C@@H:19]5[CH2:23][CH2:22][CH2:21][N:20]5[C:24]([O:26][C:27]([CH3:30])([CH3:29])[CH3:28])=[O:25])[NH:18][C:14]=3[CH2:13][CH2:12]4)[O:9][CH2:8][C:6]=2[CH:7]=1. The catalyst is ClCCl.[O-2].[Mn+4].[O-2]. (2) The reactants are [H-].[Na+].[CH2:3]([O:10][CH2:11][CH2:12][O:13][CH2:14][CH2:15][O:16][CH2:17][CH2:18][O:19][CH2:20][CH2:21][O:22][CH2:23][CH2:24][O:25][CH2:26][CH2:27][OH:28])[C:4]1[CH:9]=[CH:8][CH:7]=[CH:6][CH:5]=1.CS(O[CH2:34][CH2:35][CH2:36][CH2:37][CH2:38][C:39]([O:41][CH2:42][CH3:43])=[O:40])(=O)=O. The catalyst is C1(C)C=CC=CC=1. The product is [CH2:42]([O:41][C:39](=[O:40])[CH2:38][CH2:37][CH2:36][CH2:35][CH2:34][O:28][CH2:27][CH2:26][O:25][CH2:24][CH2:23][O:22][CH2:21][CH2:20][O:19][CH2:18][CH2:17][O:16][CH2:15][CH2:14][O:13][CH2:12][CH2:11][O:10][CH2:3][C:4]1[CH:5]=[CH:6][CH:7]=[CH:8][CH:9]=1)[CH3:43]. The yield is 0.440. (3) The reactants are C(N(CC)CC)C.Cl[C:9]1[C:14]([N+:15]([O-])=O)=[CH:13][C:12]([C:18]([F:21])([F:20])[F:19])=[CH:11][N:10]=1. The catalyst is [Pd].C(O)C. The product is [F:21][C:18]([F:19])([F:20])[C:12]1[CH:13]=[C:14]([NH2:15])[CH:9]=[N:10][CH:11]=1. The yield is 0.990. (4) The reactants are [NH2:1][C:2]1[CH:11]=[CH:10][C:5]([C:6]([O:8][CH3:9])=[O:7])=[CH:4][CH:3]=1.[F:12][C:13]1[CH:20]=[CH:19][C:16]([CH:17]=O)=[CH:15][C:14]=1[N+:21]([O-:23])=[O:22]. The catalyst is C(O)C. The product is [F:12][C:13]1[CH:20]=[CH:19][C:16](/[CH:17]=[N:1]/[C:2]2[CH:3]=[CH:4][C:5]([C:6]([O:8][CH3:9])=[O:7])=[CH:10][CH:11]=2)=[CH:15][C:14]=1[N+:21]([O-:23])=[O:22]. The yield is 0.830.